Dataset: Reaction yield outcomes from USPTO patents with 853,638 reactions. Task: Predict the reaction yield, written as a fraction of the theoretical maximum amount of product (1.0 means a 100% yield; for example, 0.34 means a 34% yield). (1) The reactants are [C:1]1([C:7]2[CH:12]=[CH:11][CH:10]=[CH:9][C:8]=2[OH:13])[CH:6]=[CH:5][CH:4]=[CH:3][CH:2]=1.[C:14]([O-])([O-])=O.[K+].[K+].COS(OC)(=O)=O.CCO. The catalyst is CC(C)=O.CCOCC.O. The product is [C:1]1([C:7]2[CH:12]=[CH:11][CH:10]=[CH:9][C:8]=2[O:13][CH3:14])[CH:2]=[CH:3][CH:4]=[CH:5][CH:6]=1. The yield is 0.870. (2) The catalyst is N. The product is [C@@H:6]1([N:15]2[CH:22]=[CH:21][C:19](=[O:20])[NH:18][C:16]2=[O:17])[O:7][C@H:8]([CH2:10][OH:11])[CH2:9][C@H:5]1[OH:4]. The yield is 0.960. The reactants are C([O:4][C@@H:5]1[CH2:9][C@@H:8]([CH2:10][O:11]C(=O)C)[O:7][C@H:6]1[N:15]1[CH:22]=[CH:21][C:19](=[O:20])[NH:18][C:16]1=[O:17])(=O)C. (3) The reactants are [F:1][C:2]1[CH:3]=[C:4]([CH:7]=[CH:8][C:9]=1[O:10][C:11]1[CH:16]=[CH:15][C:14]([CH:17]=[O:18])=[CH:13][CH:12]=1)[C:5]#[N:6].OO.C(=O)([O-])[O-:22].[K+].[K+]. The catalyst is CS(C)=O. The product is [F:1][C:2]1[CH:3]=[C:4]([CH:7]=[CH:8][C:9]=1[O:10][C:11]1[CH:16]=[CH:15][C:14]([CH:17]=[O:18])=[CH:13][CH:12]=1)[C:5]([NH2:6])=[O:22]. The yield is 0.990. (4) The reactants are C(C1NC=CC=1)(OC(C)(C)C)=[O:2].[C:13]([O:17][C:18]([NH:20][C:21]1[CH:22]=[C:23]([C:27]([NH:29][C:30]2[CH:31]=[C:32]([C:36]([NH:38][C:39]3[CH:40]=[C:41]([C:45](OC)=[O:46])[N:42]([CH3:44])[CH:43]=3)=[O:37])[N:33]([CH3:35])[CH:34]=2)=[O:28])[N:24]([CH3:26])[CH:25]=1)=[O:19])([CH3:16])([CH3:15])[CH3:14].Cl.C(OC([NH:57][C:58]1[CH:59]=[C:60]([C:64]([NH:66][C:67]2[CH:68]=[C:69]([C:73]([NH:75][C:76]3[CH:77]=[C:78](C(O)=O)[N:79](C)[CH:80]=3)=[O:74])[N:70]([CH3:72])[CH:71]=2)=[O:65])[N:61]([CH3:63])[CH:62]=1)=O)(C)(C)C.CCN=C=NCCCN(C)C.O1[CH2:101][CH2:100][O:99][CH2:98]C1. The catalyst is CN(C1C=CN=CC=1)C.CCOC(C)=O. The product is [C:13]([O:17][C:18]([NH:20][C:21]1[CH:22]=[C:23]([C:27]([NH:29][C:30]2[CH:31]=[C:32]([C:36]([NH:38][C:39]3[CH:40]=[C:41]([C:45]([NH:57][C:58]4[CH:59]=[C:60]([C:64]([NH:66][C:67]5[CH:68]=[C:69]([C:73]([NH:75][C:76]6[CH:77]=[C:101]([C:100]([O:99][CH3:98])=[O:2])[N:79]([CH3:78])[CH:80]=6)=[O:74])[N:70]([CH3:72])[CH:71]=5)=[O:65])[N:61]([CH3:63])[CH:62]=4)=[O:46])[N:42]([CH3:44])[CH:43]=3)=[O:37])[N:33]([CH3:35])[CH:34]=2)=[O:28])[N:24]([CH3:26])[CH:25]=1)=[O:19])([CH3:16])([CH3:14])[CH3:15]. The yield is 0.540. (5) The reactants are [C:1]([OH:5])(=[O:4])[CH2:2][SH:3].[OH-].[Na+].C1(C)C=CC=CC=1.[Cl:15][CH2:16][CH2:17][N:18]([CH2:42][CH2:43][Cl:44])[P:19]([N:35]([CH2:39][CH2:40][Cl:41])[CH2:36][CH2:37][Cl:38])(=[O:34])[O:20][CH2:21][CH2:22]OS(C1C=CC(Br)=CC=1)(=O)=O. The catalyst is CO.C(OCC)C. The product is [Cl:44][CH2:43][CH2:42][N:18]([CH2:17][CH2:16][Cl:15])[P:19]([N:35]([CH2:39][CH2:40][Cl:41])[CH2:36][CH2:37][Cl:38])(=[O:34])[O:20][CH2:21][CH2:22][S:3][CH2:2][C:1]([OH:5])=[O:4]. The yield is 0.740. (6) The reactants are [CH3:1][N:2]([CH3:38])[C:3]1[CH:4]=[C:5]2[C:14](=[CH:15][CH:16]=1)[C:13]([C:17]1[C:22]([OH:23])=[CH:21][C:20]([N:24]([CH2:31][CH3:32])[CH2:25][CH2:26][CH2:27][C:28]([O-:30])=[O:29])=[C:19]([O:33][CH3:34])[CH:18]=1)=[C:12]1[C:7](=[CH:8][C:9](=[N+:35]([CH3:37])[CH3:36])[CH:10]=[CH:11]1)[O:6]2.CCN(C(C)C)C(C)C.FC(F)(F)C(O)=O.O[N:56]1[C:60](=[O:61])[CH2:59][CH2:58][C:57]1=[O:62].C(Cl)(Cl)[Cl:64]. The catalyst is CN(C=O)C. The product is [Cl-:64].[CH3:38][N:2]([CH3:1])[C:3]1[CH:4]=[C:5]2[C:14](=[CH:15][CH:16]=1)[C:13]([C:17]1[CH:18]=[C:19]([O:33][CH3:34])[C:20]([N:24]([CH2:25][CH2:26][CH2:27][C:28]([O:30][N:56]3[C:60](=[O:61])[CH2:59][CH2:58][C:57]3=[O:62])=[O:29])[CH2:31][CH3:32])=[CH:21][C:22]=1[OH:23])=[C:12]1[C:7](=[CH:8][C:9](=[N+:35]([CH3:37])[CH3:36])[CH:10]=[CH:11]1)[O:6]2. The yield is 0.670.